This data is from Forward reaction prediction with 1.9M reactions from USPTO patents (1976-2016). The task is: Predict the product of the given reaction. (1) The product is: [Cl:39][C:16]1[C:5]2[C:4]3[C:8](=[C:9]([NH:11][CH3:12])[CH:10]=[C:2]([F:1])[CH:3]=3)[NH:7][C:6]=2[N:13]=[C:14]([O:18][C:19]2[CH:20]=[N:21][C:22]([CH3:25])=[N:23][CH:24]=2)[N:15]=1. Given the reactants [F:1][C:2]1[CH:3]=[C:4]2[C:8](=[C:9]([NH:11][CH3:12])[CH:10]=1)[NH:7][C:6]1[N:13]=[C:14]([O:18][C:19]3[CH:20]=[N:21][C:22]([CH3:25])=[N:23][CH:24]=3)[N:15]=[C:16](O)[C:5]2=1.C(NC(C)CC(C)C)C.[OH-].[Na+].O=P(Cl)(Cl)[Cl:39], predict the reaction product. (2) Given the reactants C[N:2](C)[CH:3]=[C:4]([C:7]1[CH:12]=[C:11]([CH3:13])[N:10]=[C:9]([CH3:14])[CH:8]=1)[C:5]#[N:6].O.[NH2:17]N, predict the reaction product. The product is: [CH3:13][C:11]1[CH:12]=[C:7]([C:4]2[CH:5]=[N:6][NH:2][C:3]=2[NH2:17])[CH:8]=[C:9]([CH3:14])[N:10]=1. (3) Given the reactants C(NC(C)C)(C)C.C([Li])CCC.CCCCCC.[C:19]([CH:21]1[CH2:26][CH2:25][N:24]([C:27]([O:29][C:30]([CH3:33])([CH3:32])[CH3:31])=[O:28])[CH2:23][CH2:22]1)#[N:20].[F:34][C:35]1[CH:42]=[CH:41][C:38]([CH2:39]Br)=[CH:37][CH:36]=1, predict the reaction product. The product is: [C:30]([O:29][C:27]([N:24]1[CH2:25][CH2:26][C:21]([C:19]#[N:20])([CH2:39][C:38]2[CH:41]=[CH:42][C:35]([F:34])=[CH:36][CH:37]=2)[CH2:22][CH2:23]1)=[O:28])([CH3:33])([CH3:32])[CH3:31].